This data is from Reaction yield outcomes from USPTO patents with 853,638 reactions. The task is: Predict the reaction yield, written as a fraction of the theoretical maximum amount of product (1.0 means a 100% yield; for example, 0.34 means a 34% yield). (1) The reactants are C([O:4][CH2:5][C:6]1[C:7]([N:33]2[CH2:45][CH2:44][N:36]3[C:37]4[CH2:38][CH2:39][CH2:40][CH2:41][C:42]=4[CH:43]=[C:35]3[C:34]2=[O:46])=[N:8][CH:9]=[CH:10][C:11]=1[C:12]1[CH:17]=[C:16]([NH:18][C:19]2[CH:30]=[C:22]3[CH2:23][N:24]([C:27](=[O:29])[CH3:28])[CH2:25][CH2:26][N:21]3[N:20]=2)[C:15](=[O:31])[N:14]([CH3:32])[CH:13]=1)(=O)C.[OH-].[Li+]. The catalyst is C(O)(C)C.C1COCC1.O. The product is [C:27]([N:24]1[CH2:25][CH2:26][N:21]2[N:20]=[C:19]([NH:18][C:16]3[C:15](=[O:31])[N:14]([CH3:32])[CH:13]=[C:12]([C:11]4[CH:10]=[CH:9][N:8]=[C:7]([N:33]5[CH2:45][CH2:44][N:36]6[C:37]7[CH2:38][CH2:39][CH2:40][CH2:41][C:42]=7[CH:43]=[C:35]6[C:34]5=[O:46])[C:6]=4[CH2:5][OH:4])[CH:17]=3)[CH:30]=[C:22]2[CH2:23]1)(=[O:29])[CH3:28]. The yield is 0.530. (2) The reactants are [Cl:1][C:2]1[C:3]2[CH:10]=[CH:9][NH:8][C:4]=2[N:5]=[CH:6][N:7]=1.[CH:11](OCC)([O:15][CH2:16][CH3:17])[O:12][CH2:13][CH3:14]. No catalyst specified. The product is [Cl:1][C:2]1[C:3]2[CH:10]=[CH:9][N:8]([CH:11]([O:15][CH2:16][CH3:17])[O:12][CH2:13][CH3:14])[C:4]=2[N:5]=[CH:6][N:7]=1. The yield is 0.940. (3) The reactants are [F:8][C:7]([F:10])([F:9])[C:6](O[C:6](=[O:11])[C:7]([F:10])([F:9])[F:8])=[O:11].[F:14][C:15]1[CH:21]=[CH:20][CH:19]=[CH:18][C:16]=1[NH2:17].C(N(CC)CC)C. The catalyst is C(Cl)Cl. The product is [F:10][C:7]([F:8])([F:9])[C:6]([NH:17][C:16]1[CH:18]=[CH:19][CH:20]=[CH:21][C:15]=1[F:14])=[O:11]. The yield is 0.880. (4) The reactants are [Br:1]N1C(=O)CCC1=O.C([O:11][C:12]([C:14]1[C:19]([O:20][CH3:21])=[CH:18][CH:17]=[CH:16][N:15]=1)=[CH2:13])C. The catalyst is C1COCC1.O. The product is [Br:1][CH2:11][C:12]([C:14]1[C:19]([O:20][CH3:21])=[CH:18][CH:17]=[CH:16][N:15]=1)=[O:13]. The yield is 0.540. (5) The reactants are [Cl:1][C:2]1[CH:11]=[C:10]2[C:5]([CH:6]=[CH:7][NH:8][C:9]2=[O:12])=[CH:4][CH:3]=1.[Br:13]N1C(=O)CCC1=O. The catalyst is CC#N. The product is [Br:13][C:6]1[C:5]2[C:10](=[CH:11][C:2]([Cl:1])=[CH:3][CH:4]=2)[C:9](=[O:12])[NH:8][CH:7]=1. The yield is 0.900. (6) The yield is 0.890. The product is [CH2:31]([O:30][P:28]([CH2:27][CH:26]=[CH:25][CH2:24][CH:4]([CH2:5][C:6]([CH3:23])=[CH:7][CH2:8][C:9]1[C:10]([OH:22])=[C:11]2[C:15](=[C:16]([CH3:20])[C:17]=1[O:18][CH3:19])[CH2:14][O:13][C:12]2=[O:21])[C:3]([OH:36])=[O:2])([OH:33])=[O:29])[CH3:32]. The catalyst is CO.O. The reactants are C[O:2][C:3](=[O:36])[CH:4]([CH2:24][CH:25]=[CH:26][CH2:27][P:28]([O:33]CC)([O:30][CH2:31][CH3:32])=[O:29])[CH2:5][C:6]([CH3:23])=[CH:7][CH2:8][C:9]1[C:10]([OH:22])=[C:11]2[C:15](=[C:16]([CH3:20])[C:17]=1[O:18][CH3:19])[CH2:14][O:13][C:12]2=[O:21].[OH-].[Li+]. (7) The reactants are ClC1C=CC([C@H:8]2[C@H:13]([O:14]CC3C=CC=CC=3)[C@@H:12]([O:22]CC3C=CC=CC=3)[C@H:11]([O:30]CC3C=CC=CC=3)[C@@H:10]([CH2:38][O:39]CC3C=CC=CC=3)[O:9]2)=CC=1CC(=N)NN.C(C=O)=[O:53]. The catalyst is CCO. The product is [CH2:38]([OH:39])[C@H:10]1[O:9][C:8](=[O:53])[C@H:13]([OH:14])[C@@H:12]([OH:22])[C@@H:11]1[OH:30]. The yield is 0.600.